Dataset: Catalyst prediction with 721,799 reactions and 888 catalyst types from USPTO. Task: Predict which catalyst facilitates the given reaction. (1) Reactant: Br[C:2]1[C:3]2[N:4]([C:9]([C:19]3[CH:24]=[CH:23][N:22]=[C:21]([OH:25])[N:20]=3)=[C:10]([C:12]3[CH:17]=[CH:16][CH:15]=[C:14]([CH3:18])[N:13]=3)[N:11]=2)[CH:5]=[C:6]([CH3:8])[CH:7]=1.[N:26]1[CH:31]=[CH:30][CH:29]=[CH:28][C:27]=1[CH2:32][CH2:33][NH2:34].CC([O-])(C)C.[Na+].C1(P(C2CCCCC2)C2C=CC=CC=2C2C=CC=CC=2N(C)C)CCCCC1. Product: [CH3:8][C:6]1[CH:7]=[C:2]([NH:34][CH2:33][CH2:32][C:27]2[CH:28]=[CH:29][CH:30]=[CH:31][N:26]=2)[C:3]2[N:4]([C:9]([C:19]3[CH:24]=[CH:23][N:22]=[C:21]([OH:25])[N:20]=3)=[C:10]([C:12]3[CH:17]=[CH:16][CH:15]=[C:14]([CH3:18])[N:13]=3)[N:11]=2)[CH:5]=1. The catalyst class is: 231. (2) Reactant: [CH3:1][O:2][C:3]([NH:5][C@@H:6]([CH:10]([CH3:12])[CH3:11])[C:7](O)=[O:8])=[O:4].CN(C(ON1N=NC2C=CC=NC1=2)=[N+](C)C)C.F[P-](F)(F)(F)(F)F.Cl.Cl.[Br:39][C:40]1[CH:45]=[CH:44][C:43]([C:46]2[N:47]=[C:48]([C@@H:51]3[CH2:55][C@H:54]([CH3:56])[CH2:53][NH:52]3)[NH:49][CH:50]=2)=[CH:42][CH:41]=1.C(N(CC)C(C)C)(C)C. Product: [CH3:1][O:2][C:3](=[O:4])[NH:5][C@H:6]([C:7]([N:52]1[CH2:53][C@@H:54]([CH3:56])[CH2:55][C@H:51]1[C:48]1[NH:49][CH:50]=[C:46]([C:43]2[CH:44]=[CH:45][C:40]([Br:39])=[CH:41][CH:42]=2)[N:47]=1)=[O:8])[CH:10]([CH3:12])[CH3:11]. The catalyst class is: 566. (3) The catalyst class is: 1. Product: [C:8]([C:6]1[N:5]=[C:4]([C:13]([O:15][CH3:16])=[O:14])[C:3]([O:17][CH3:18])=[C:2]([NH2:1])[CH:7]=1)(=[O:10])[CH3:9]. Reactant: [NH2:1][C:2]1[CH:7]=[C:6]([C:8]([O:10]CC)=[CH2:9])[N:5]=[C:4]([C:13]([O:15][CH3:16])=[O:14])[C:3]=1[O:17][CH3:18].Cl. (4) Reactant: [CH3:1][O:2][C:3]1[N:4]=[C:5]2[C:10](=[CH:11][CH:12]=1)[N:9]=[CH:8][CH:7]=[C:6]2[NH:13][C:14]([CH:16]1[NH:21][C:20](=[O:22])[CH:19]([NH:23]C(=O)OC(C)(C)C)[CH2:18][CH2:17]1)=[O:15]. Product: [NH2:23][CH:19]1[C:20](=[O:22])[NH:21][CH:16]([C:14]([NH:13][C:6]2[C:5]3[C:10](=[CH:11][CH:12]=[C:3]([O:2][CH3:1])[N:4]=3)[N:9]=[CH:8][CH:7]=2)=[O:15])[CH2:17][CH2:18]1. The catalyst class is: 55. (5) Reactant: Cl.[NH:2]1[CH2:7][CH2:6][CH:5]([CH2:8][CH2:9][CH2:10][OH:11])[CH2:4][CH2:3]1.C1CCN2C(=NCCC2)CC1.Cl[C:24]1[N:29]=[CH:28][C:27]([Cl:30])=[CH:26][N:25]=1.O. Product: [Cl:30][C:27]1[CH:26]=[N:25][C:24]([N:2]2[CH2:7][CH2:6][CH:5]([CH2:8][CH2:9][CH2:10][OH:11])[CH2:4][CH2:3]2)=[N:29][CH:28]=1. The catalyst class is: 16.